Task: Predict the product of the given reaction.. Dataset: Forward reaction prediction with 1.9M reactions from USPTO patents (1976-2016) (1) Given the reactants C[O:2][C:3]([C:5]1[S:21][C:8]2=[CH:9][N:10]=[CH:11][C:12]([NH:13][C:14]3[CH:19]=[CH:18][C:17]([Br:20])=[CH:16][CH:15]=3)=[C:7]2[C:6]=1[CH3:22])=[O:4].[OH-].[Na+], predict the reaction product. The product is: [Br:20][C:17]1[CH:16]=[CH:15][C:14]([NH:13][C:12]2[CH:11]=[N:10][CH:9]=[C:8]3[S:21][C:5]([C:3]([OH:4])=[O:2])=[C:6]([CH3:22])[C:7]=23)=[CH:19][CH:18]=1. (2) Given the reactants [F:1][C:2]1[CH:3]=[C:4]([CH:7]=[CH:8][C:9]=1[OH:10])[CH:5]=[O:6].[Br:11]Br.O, predict the reaction product. The product is: [Br:11][C:8]1[CH:7]=[C:4]([CH:3]=[C:2]([F:1])[C:9]=1[OH:10])[CH:5]=[O:6]. (3) Given the reactants [OH:1][C:2]1[CH:9]=[CH:8][C:5]([CH2:6][OH:7])=[CH:4][CH:3]=1.C([O-])([O-])=O.[K+].[K+].Br[CH2:17][C:18]([C:20]1[CH:25]=[CH:24][CH:23]=[CH:22][CH:21]=1)=[O:19], predict the reaction product. The product is: [OH:7][CH2:6][C:5]1[CH:8]=[CH:9][C:2]([O:1][CH2:17][C:18]([C:20]2[CH:25]=[CH:24][CH:23]=[CH:22][CH:21]=2)=[O:19])=[CH:3][CH:4]=1. (4) Given the reactants [N:1]([CH2:4][CH2:5][CH:6]1[C:10]2[CH:11]=[C:12]([C:15]#[N:16])[CH:13]=[CH:14][C:9]=2[O:8][CH2:7]1)=[N+]=[N-].C1C=CC(P(C2C=CC=CC=2)C2C=CC=CC=2)=CC=1.O, predict the reaction product. The product is: [NH2:1][CH2:4][CH2:5][CH:6]1[C:10]2[CH:11]=[C:12]([C:15]#[N:16])[CH:13]=[CH:14][C:9]=2[O:8][CH2:7]1. (5) Given the reactants [C:1]([NH:4][C:5]1[CH:10]=[CH:9][CH:8]=[CH:7][C:6]=1[CH2:11][C:12]([O:14][CH3:15])=[O:13])(=[O:3])[CH3:2].[N:16](OC(C)(C)C)=O, predict the reaction product. The product is: [C:1]([N:4]1[C:5]2[C:6](=[CH:7][CH:8]=[CH:9][CH:10]=2)[C:11]([C:12]([O:14][CH3:15])=[O:13])=[N:16]1)(=[O:3])[CH3:2]. (6) Given the reactants Br[C:2]1[C:3]([O:10][CH3:11])=[N:4][CH:5]=[CH:6][C:7]=1[O:8][CH3:9].[Li]CCCC.[C:17]([S:21]([N:23]=[CH:24][CH2:25][CH2:26][CH2:27][C:28]([O:30][CH3:31])=[O:29])=[O:22])([CH3:20])([CH3:19])[CH3:18].[NH4+].[Cl-], predict the reaction product. The product is: [CH3:11][O:10][C:3]1[C:2]([CH:24]([NH:23][S:21]([C:17]([CH3:20])([CH3:19])[CH3:18])=[O:22])[CH2:25][CH2:26][CH2:27][C:28]([O:30][CH3:31])=[O:29])=[C:7]([O:8][CH3:9])[CH:6]=[CH:5][N:4]=1. (7) Given the reactants [C:1]([C:3]1[CH:4]=[C:5]([CH:10]=[C:11]([OH:13])[CH:12]=1)[C:6]([O:8][CH3:9])=[O:7])#[N:2].[F:14][CH2:15][CH2:16]O.C1(P(C2C=CC=CC=2)C2C=CC=CC=2)C=CC=CC=1.CC(OC(/N=N/C(OC(C)C)=O)=O)C, predict the reaction product. The product is: [C:1]([C:3]1[CH:4]=[C:5]([CH:10]=[C:11]([O:13][CH2:16][CH2:15][F:14])[CH:12]=1)[C:6]([O:8][CH3:9])=[O:7])#[N:2]. (8) Given the reactants Cl[C:2]1[CH:10]=[CH:9][CH:8]=[C:7]2[C:3]=1[CH:4]=[CH:5][N:6]2[CH3:11].C([O:15][C:16]([CH3:18])=[CH2:17])(=O)C.C[O-].C([Sn+](CCCC)CCCC)CCC.C1(P(C2CCCCC2)C2C=CC=CC=2C2C=CC=CC=2N(C)C)CCCCC1, predict the reaction product. The product is: [CH3:11][N:6]1[C:7]2[C:3](=[C:2]([CH2:17][C:16]([CH3:18])=[O:15])[CH:10]=[CH:9][CH:8]=2)[CH:4]=[CH:5]1. (9) Given the reactants [NH:1]1[CH2:6][CH2:5][CH2:4][CH2:3][C@@H:2]1[C:7]([NH:9][C:10]1([C:13]2[CH:22]=[CH:21][C:16]([C:17]([O:19][CH3:20])=[O:18])=[CH:15][CH:14]=2)[CH2:12][CH2:11]1)=[O:8].[F:23][C:24]1[CH:31]=[CH:30][C:27]([CH:28]=O)=[CH:26][C:25]=1[CH3:32].[BH-](OC(C)=O)(OC(C)=O)OC(C)=O.[Na+].CC(O)=O, predict the reaction product. The product is: [F:23][C:24]1[CH:31]=[CH:30][C:27]([CH2:28][N:1]2[CH2:6][CH2:5][CH2:4][CH2:3][C@@H:2]2[C:7]([NH:9][C:10]2([C:13]3[CH:14]=[CH:15][C:16]([C:17]([O:19][CH3:20])=[O:18])=[CH:21][CH:22]=3)[CH2:12][CH2:11]2)=[O:8])=[CH:26][C:25]=1[CH3:32]. (10) Given the reactants [NH2:1][C:2]1[S:3][CH:4]=[C:5]([C:7]([O:9][CH2:10][CH3:11])=[O:8])[N:6]=1.[I:12]N1C(=O)CCC1=O.CCOC(C)=O, predict the reaction product. The product is: [NH2:1][C:2]1[S:3][C:4]([I:12])=[C:5]([C:7]([O:9][CH2:10][CH3:11])=[O:8])[N:6]=1.